This data is from Retrosynthesis with 50K atom-mapped reactions and 10 reaction types from USPTO. The task is: Predict the reactants needed to synthesize the given product. (1) Given the product Nc1ccc2c(c1)N(S(=O)(=O)c1ccc(F)cc1)CCC2, predict the reactants needed to synthesize it. The reactants are: O=[N+]([O-])c1ccc2c(c1)N(S(=O)(=O)c1ccc(F)cc1)CCC2. (2) Given the product Clc1cncc(-n2cncn2)n1, predict the reactants needed to synthesize it. The reactants are: Clc1cncc(Cl)n1.c1nc[nH]n1. (3) Given the product CCCCC[Si]1(c2ccccc2)CCC(=O)C(C(=O)OCC)C1, predict the reactants needed to synthesize it. The reactants are: CCCCC[Si](CCC(=O)OCC)(CCC(=O)OCC)c1ccccc1. (4) The reactants are: Cn1cc(-c2ccc(=O)n(Cc3cccc(-c4ncc(O)cn4)c3)n2)cn1.OCCN1CCOCC1. Given the product Cn1cc(-c2ccc(=O)n(Cc3cccc(-c4ncc(OCCN5CCOCC5)cn4)c3)n2)cn1, predict the reactants needed to synthesize it. (5) Given the product COc1ccc(CS[C@@H]2C[C@@H](CN(CC(=O)OC(C)(C)C)Cc3cc(F)ccc3F)N(C(=O)OC(C)(C)C)C2)cc1, predict the reactants needed to synthesize it. The reactants are: CC(C)(C)OC(=O)CBr.COc1ccc(CS[C@@H]2C[C@@H](CNCc3cc(F)ccc3F)N(C(=O)OC(C)(C)C)C2)cc1. (6) Given the product COC(=O)COc1ccc(OC/C=C(\c2ccc(C#CCN3CCOCC3)cc2)c2ccc(C3CC3)cc2)cc1C, predict the reactants needed to synthesize it. The reactants are: C#CCN1CCOCC1.COC(=O)COc1ccc(OC/C=C(\c2ccc(I)cc2)c2ccc(C3CC3)cc2)cc1C. (7) The reactants are: CC(C)(N)c1ncon1.O=C(O)c1ccc(Cl)c(OCC2CC2)n1. Given the product CC(C)(NC(=O)c1ccc(Cl)c(OCC2CC2)n1)c1ncon1, predict the reactants needed to synthesize it. (8) Given the product CC(C)(O)CC(=O)NCCn1ccc2ncnc(Nc3ccc(Oc4cccc(-c5nc(C(F)(F)F)cs5)c4)c(Cl)c3)c21, predict the reactants needed to synthesize it. The reactants are: CC(C)(O)CC(=O)O.NCCn1ccc2ncnc(Nc3ccc(Oc4cccc(-c5nc(C(F)(F)F)cs5)c4)c(Cl)c3)c21. (9) Given the product COc1ccccc1CC(=O)N1CC2CC(CC#N)CC(O)(c3ccccc3)C2C1, predict the reactants needed to synthesize it. The reactants are: COc1ccccc1CC(=O)O.N#CCC1CC2CNCC2C(O)(c2ccccc2)C1. (10) Given the product CCN(CC)C(=O)c1ccc([C@H](c2cccc(N)c2)N2CCN(CCOC)CC2)cc1, predict the reactants needed to synthesize it. The reactants are: CCN(CC)C(=O)c1ccc([C@H](c2cccc([N+](=O)[O-])c2)N2CCN(CCOC)CC2)cc1.